Predict the reactants needed to synthesize the given product. From a dataset of Full USPTO retrosynthesis dataset with 1.9M reactions from patents (1976-2016). Given the product [NH2:26][CH2:25][CH2:24][O:23][C:10]1[N:9]=[C:8]([C:3]2[CH:4]=[CH:5][CH:6]=[CH:7][C:2]=2[Cl:1])[C:15]([C:16]2[CH:17]=[CH:18][C:19]([Cl:22])=[CH:20][CH:21]=2)=[CH:14][C:11]=1[C:12]#[N:13], predict the reactants needed to synthesize it. The reactants are: [Cl:1][C:2]1[CH:7]=[CH:6][CH:5]=[CH:4][C:3]=1[C:8]1[C:15]([C:16]2[CH:21]=[CH:20][C:19]([Cl:22])=[CH:18][CH:17]=2)=[CH:14][C:11]([C:12]#[N:13])=[C:10]([O:23][CH2:24][CH2:25][N:26]2C(=O)C3C(=CC=CC=3)C2=O)[N:9]=1.O.NN.